From a dataset of Catalyst prediction with 721,799 reactions and 888 catalyst types from USPTO. Predict which catalyst facilitates the given reaction. (1) Reactant: [Br:1][C:2]1[CH:3]=[C:4]2[N:10]=[C:9]([CH3:11])[NH:8][C:5]2=[N:6][CH:7]=1.[H-].[Na+].[CH3:14][Si:15]([CH2:18][CH2:19][O:20][CH2:21]Cl)([CH3:17])[CH3:16]. Product: [Br:1][C:2]1[CH:3]=[C:4]2[N:10]=[C:9]([CH3:11])[N:8]([CH2:21][O:20][CH2:19][CH2:18][Si:15]([CH3:17])([CH3:16])[CH3:14])[C:5]2=[N:6][CH:7]=1. The catalyst class is: 1. (2) Reactant: [F:1][C:2]1[N:7]=[CH:6][C:5]([NH2:8])=[CH:4][CH:3]=1.C([Mg]Cl)(C)C.[N:14]1[CH:19]=[CH:18][CH:17]=[CH:16][C:15]=1[NH:20][C:21]1[C:22]2[CH2:39][CH2:38][CH2:37][C:23]=2[N:24]=[C:25]([N:27]2[CH2:31][CH2:30][CH2:29][C@H:28]2[C:32](OCC)=[O:33])[N:26]=1. Product: [F:1][C:2]1[N:7]=[CH:6][C:5]([NH:8][C:32]([C@@H:28]2[CH2:29][CH2:30][CH2:31][N:27]2[C:25]2[N:26]=[C:21]([NH:20][C:15]3[CH:16]=[CH:17][CH:18]=[CH:19][N:14]=3)[C:22]3[CH2:39][CH2:38][CH2:37][C:23]=3[N:24]=2)=[O:33])=[CH:4][CH:3]=1. The catalyst class is: 1. (3) The catalyst class is: 1. Product: [CH3:13][C:8]1[C:7]([Sn:18]([CH2:19][CH2:20][CH2:21][CH3:22])([CH2:23][CH2:24][CH2:25][CH3:26])[CH2:14][CH2:15][CH2:16][CH3:17])=[C:11]([CH3:12])[O:10][N:9]=1. Reactant: [Li]CCCC.I[C:7]1[C:8]([CH3:13])=[N:9][O:10][C:11]=1[CH3:12].[CH2:14]([Sn:18](Cl)([CH2:23][CH2:24][CH2:25][CH3:26])[CH2:19][CH2:20][CH2:21][CH3:22])[CH2:15][CH2:16][CH3:17]. (4) Reactant: Cl[C:2]1[CH:7]=[C:6]([C:8]2[CH:13]=[CH:12][CH:11]=[C:10]([CH3:14])[C:9]=2[CH3:15])[N:5]=[C:4]([NH2:16])[N:3]=1.[NH2:17][CH2:18][CH2:19][N:20]([CH3:28])[C:21](=[O:27])[O:22][C:23]([CH3:26])([CH3:25])[CH3:24].CCN(C(C)C)C(C)C. Product: [NH2:16][C:4]1[N:3]=[C:2]([NH:17][CH2:18][CH2:19][N:20]([CH3:28])[C:21](=[O:27])[O:22][C:23]([CH3:24])([CH3:25])[CH3:26])[CH:7]=[C:6]([C:8]2[CH:13]=[CH:12][CH:11]=[C:10]([CH3:14])[C:9]=2[CH3:15])[N:5]=1. The catalyst class is: 51. (5) Product: [CH:1]1[C:11]2[CH:10]=[CH:9][C:8]3[CH:12]=[CH:13][CH:14]=[CH:15][C:7]=3[C:6](=[CH:16][C:17]([NH:20][CH2:21][CH2:22][NH:23][C:24](=[O:30])[O:25][C:26]([CH3:27])([CH3:29])[CH3:28])=[O:18])[C:5]=2[CH:4]=[CH:3][CH:2]=1. The catalyst class is: 4. Reactant: [CH:1]1[C:11]2[CH:10]=[CH:9][C:8]3[CH:12]=[CH:13][CH:14]=[CH:15][C:7]=3[C:6](=[CH:16][C:17](O)=[O:18])[C:5]=2[CH:4]=[CH:3][CH:2]=1.[NH2:20][CH2:21][CH2:22][NH:23][C:24](=[O:30])[O:25][C:26]([CH3:29])([CH3:28])[CH3:27].Cl.C(N=C=NCCCN(C)C)C.C(N(CC)CC)C. (6) Reactant: [CH:1]([C:4]1[C:13]2[O:12][CH2:11][C:10](=[O:14])[NH:9][C:8]=2[CH:7]=[CH:6][CH:5]=1)([CH3:3])[CH3:2].C([O-])([O-])=O.[Cs+].[Cs+].[Cl:21][CH2:22][CH2:23][CH2:24]I. Product: [Cl:21][CH2:22][CH2:23][CH2:24][N:9]1[C:8]2[CH:7]=[CH:6][CH:5]=[C:4]([CH:1]([CH3:3])[CH3:2])[C:13]=2[O:12][CH2:11][C:10]1=[O:14]. The catalyst class is: 243.